From a dataset of Peptide-MHC class I binding affinity with 185,985 pairs from IEDB/IMGT. Regression. Given a peptide amino acid sequence and an MHC pseudo amino acid sequence, predict their binding affinity value. This is MHC class I binding data. (1) The peptide sequence is RRPVVTAHI. The MHC is Mamu-B03 with pseudo-sequence Mamu-B03. The binding affinity (normalized) is 0.636. (2) The peptide sequence is METLLLLGLM. The MHC is HLA-B44:02 with pseudo-sequence HLA-B44:02. The binding affinity (normalized) is 0.618. (3) The peptide sequence is TVLEKNVTV. The MHC is HLA-A02:01 with pseudo-sequence HLA-A02:01. The binding affinity (normalized) is 0.834. (4) The peptide sequence is KHDFIDNPL. The MHC is HLA-B27:05 with pseudo-sequence HLA-B27:05. The binding affinity (normalized) is 0.0847. (5) The peptide sequence is YAEGDVVVF. The MHC is HLA-B46:01 with pseudo-sequence HLA-B46:01. The binding affinity (normalized) is 0.0847. (6) The MHC is HLA-B07:02 with pseudo-sequence HLA-B07:02. The binding affinity (normalized) is 0.0847. The peptide sequence is MSWESTAEY.